Task: Predict the reactants needed to synthesize the given product.. Dataset: Full USPTO retrosynthesis dataset with 1.9M reactions from patents (1976-2016) (1) Given the product [Cl:1][C:2]1[N:3]=[C:4]([N:32]2[C:33]([CH3:41])([CH3:40])[CH2:34][CH:35]([N:37]([CH3:38])[CH3:39])[CH2:36]2)[C:5]([F:31])=[C:6]([NH:8][NH2:9])[N:7]=1, predict the reactants needed to synthesize it. The reactants are: [Cl:1][C:2]1[N:7]=[C:6]([N:8](C(OC(C)(C)C)=O)[N:9](C(OC(C)(C)C)=O)C(OC(C)(C)C)=O)[C:5]([F:31])=[C:4]([N:32]2[CH2:36][CH:35]([N:37]([CH3:39])[CH3:38])[CH2:34][C:33]2([CH3:41])[CH3:40])[N:3]=1.Cl. (2) Given the product [Br:16][C:17]1[CH:18]=[CH:19][CH:20]=[C:21]2[C:25]=1[NH:24][C:23](=[O:26])[C:22]2([OH:27])[C:8]1[C:7]([OH:10])=[CH:6][C:4]2[O:5][CH2:1][O:2][C:3]=2[CH:9]=1, predict the reactants needed to synthesize it. The reactants are: [CH2:1]1[O:5][C:4]2[CH:6]=[C:7]([OH:10])[CH:8]=[CH:9][C:3]=2[O:2]1.C([Mg]Cl)(C)C.[Br:16][C:17]1[CH:18]=[CH:19][CH:20]=[C:21]2[C:25]=1[NH:24][C:23](=[O:26])[C:22]2=[O:27]. (3) The reactants are: [CH:1]1[CH:6]=[CH:5][C:4]([C:7](/[CH:9]=[N:10]/O)=O)=[CH:3][CH:2]=1.Cl.[NH2:13][CH:14]([CH2:17][C:18]1[CH:23]=[CH:22][CH:21]=[CH:20][CH:19]=1)[C:15]#[N:16]. Given the product [NH2:16][C:15]1[C:14]([CH2:17][C:18]2[CH:23]=[CH:22][CH:21]=[CH:20][CH:19]=2)=[N:13][C:7]([C:4]2[CH:5]=[CH:6][CH:1]=[CH:2][CH:3]=2)=[CH:9][N:10]=1, predict the reactants needed to synthesize it. (4) Given the product [Cl:22][C:23]1[C:24]([O:20][CH2:19][C:16]2[CH:17]=[CH:18][C:13]([N:11]3[CH:12]=[C:8]([C:3]4[CH:4]=[CH:5][CH:6]=[CH:7][C:2]=4[F:1])[N:9]=[C:10]3[CH3:21])=[CH:14][CH:15]=2)=[N:25][CH:26]=[C:27]([C:29]([F:31])([F:30])[F:32])[CH:28]=1, predict the reactants needed to synthesize it. The reactants are: [F:1][C:2]1[CH:7]=[CH:6][CH:5]=[CH:4][C:3]=1[C:8]1[N:9]=[C:10]([CH3:21])[N:11]([C:13]2[CH:18]=[CH:17][C:16]([CH2:19][OH:20])=[CH:15][CH:14]=2)[CH:12]=1.[Cl:22][C:23]1[C:24](S(C)(=O)=O)=[N:25][CH:26]=[C:27]([C:29]([F:32])([F:31])[F:30])[CH:28]=1.[H-].[Na+]. (5) Given the product [CH2:1]([O:3][C:4]([C:6]1[C:7]([Cl:26])=[N:8][C:9]([C:12]2[N:17]=[CH:16][CH:15]=[CH:14][N:13]=2)=[N:10][CH:11]=1)=[O:5])[CH3:2], predict the reactants needed to synthesize it. The reactants are: [CH2:1]([O:3][C:4]([C:6]1[C:7](O)=[N:8][C:9]([C:12]2[N:17]=[CH:16][CH:15]=[CH:14][N:13]=2)=[N:10][CH:11]=1)=[O:5])[CH3:2].C([O-])(O)=O.[Na+].O=P(Cl)(Cl)[Cl:26]. (6) Given the product [Cl:11][C:6]1[C:3]2[CH2:4][N:23]([C:22]3[CH:21]=[C:20]4[C:15]([CH2:16][CH2:17][C@H:18]([C:24]5[C:29]([F:30])=[CH:28][CH:27]=[CH:26][N:25]=5)[O:19]4)=[CH:14][C:13]=3[Cl:12])[C:43](=[O:44])[NH:1][C:2]=2[C:9]([CH3:10])=[N:8][CH:7]=1, predict the reactants needed to synthesize it. The reactants are: [NH2:1][C:2]1[C:9]([CH3:10])=[N:8][CH:7]=[C:6]([Cl:11])[C:3]=1[CH:4]=O.[Cl:12][C:13]1[CH:14]=[C:15]2[C:20](=[CH:21][C:22]=1[NH2:23])[O:19][C@@H:18]([C:24]1[C:29]([F:30])=[CH:28][CH:27]=[CH:26][N:25]=1)[CH2:17][CH2:16]2.O.C1(C)C=CC(S(O)(=O)=O)=CC=1.[C:43](=O)([O-])[OH:44].[Na+]. (7) Given the product [NH2:42][C:39]1[O:40][CH2:41][C@:37]2([C:36]3[C:31](=[N:32][CH:33]=[C:34]([C:43]#[C:44][C:45]([CH3:46])([CH3:47])[CH3:48])[CH:35]=3)[O:30][C:27]3[C:26]2=[CH:25][C:24]([C:5]2[CH:6]=[N:7][CH:8]=[C:3]([CH:4]=2)[C:1]#[N:2])=[CH:29][CH:28]=3)[N:38]=1, predict the reactants needed to synthesize it. The reactants are: [C:1]([C:3]1[CH:4]=[C:5](B(O)O)[CH:6]=[N:7][CH:8]=1)#[N:2].C(=O)([O-])[O-].[K+].[K+].FC(F)(F)S(O[C:24]1[CH:25]=[C:26]2[C@@:37]3([CH2:41][O:40][C:39]([NH2:42])=[N:38]3)[C:36]3[C:31](=[N:32][CH:33]=[C:34]([C:43]#[C:44][C:45]([CH3:48])([CH3:47])[CH3:46])[CH:35]=3)[O:30][C:27]2=[CH:28][CH:29]=1)(=O)=O.O1CCOCC1.